From a dataset of Experimentally validated miRNA-target interactions with 360,000+ pairs, plus equal number of negative samples. Binary Classification. Given a miRNA mature sequence and a target amino acid sequence, predict their likelihood of interaction. (1) The miRNA is hsa-miR-6748-3p with sequence UCCUGUCCCUGUCUCCUACAG. The protein sequence of the target gene is MELLCCEVDPVRRAVPDRNLLEDRVLQNLLTIEERYLPQCSYFKCVQKDIQPYMRRMVATWMLEVCEEQKCEEEVFPLAMNYLDRFLAGVPTPKTHLQLLGAVCMFLASKLKETIPLTAEKLCIYTDNSVKPQELLEWELVVLGKLKWNLAAVTPHDFIEHILRKLPQQKEKLSLIRKHAQTFIALCATDFKFAMYPPSMIATGSVGAAICGLQQDEEVNALTCDALTELLTKITHTDVDCLKACQEQIEAVLLNSLQQFRQEQHNGSKSVEDPDQATTPTDVRDVDL. Result: 0 (no interaction). (2) The miRNA is hsa-miR-20b-5p with sequence CAAAGUGCUCAUAGUGCAGGUAG. The protein sequence of the target gene is MSQMLHIEIPNFGNTVLGCLNEQRLLGLYCDVSIVVKGQAFKAHRAVLAASSLYFRDLFSGNSKSAFELPGSVPPACFQQILSFCYTGRLTMTASEQLVVMYTAGFLQIQHIVERGTDLMFKVSSPHCDSQTAVIEDAGSEPQSPCNQLQPAAAAAAPYVVSPSVPIPLLTRVKHEAMELPPAGPGLAPKRPLETGPRDGVAVAAGAAVAAGTAPLKLPRVSYYGVPSLATLIPGIQQMPYPQGERTSPGASSLPTTDSPTSYHNEEDEEDDEAYDTMVEEQYGQMYIKASGSYAVQEKP.... Result: 1 (interaction). (3) The miRNA is hsa-miR-2113 with sequence AUUUGUGCUUGGCUCUGUCAC. The protein sequence of the target gene is MLREEAAQKRKEKEPGMALPQGHLTFRDVAIEFSLEEWKCLDPTQRALYRAMMLENYRNLHSVDISSKCMMKKFSSTAQGNTEVDTGTLERHESHHIGDFCFQKIGKDIHDFEFQWQEDKRNSHEATMTQIKKLTGSTDRYDRRHPGNKPIKDQLGLSFHSHLPELHIFQTKGKVGNQVEKSINDASSVLTSQRISSRPKIHISNNYENNFFHSSLLTLKQEVHIREKSFQCNESGKAFNCSSLLRKHQIIYLGGKQYKCDVCGKVFNQKRYLACHHRCHTGEKPYKCNECGKVFNQQSN.... Result: 1 (interaction). (4) The miRNA is hsa-miR-3137 with sequence UCUGUAGCCUGGGAGCAAUGGGGU. The protein sequence of the target gene is MDVSLCPAKCSFWRIFLLGSVWLDYVGSVLACPANCVCSKTEINCRRPDDGNLFPLLEGQDSGNSNGNASINITDISRNITSIHIENWRGLHTLNAVDMELYTGLQKLTIKNSGLRNIQPRAFAKNPHLRYINLSSNRLTTLSWQLFQTLSLRELRLEQNFFNCSCDIRWMQLWQEQGEARLDSQSLYCISADGSQLPLFRMNISQCDLPEISVSHVNLTVREGDNAVITCNGSGSPLPDVDWIVTGLQSINTHQTNLNWTNVHAINLTLVNVTSEDNGFTLTCIAENVVGMSNASVALT.... Result: 0 (no interaction).